From a dataset of Drug-target binding data from BindingDB using IC50 measurements. Regression. Given a target protein amino acid sequence and a drug SMILES string, predict the binding affinity score between them. We predict pIC50 (pIC50 = -log10(IC50 in M); higher means more potent). Dataset: bindingdb_ic50. (1) The drug is COc1ccc(N2CSC3=C(C#N)C(c4cccc(OC)c4OC)CC(=O)N3C2)cc1. The target protein (P03070) has sequence MDKVLNREESLQLMDLLGLERSAWGNIPLMRKAYLKKCKEFHPDKGGDEEKMKKMNTLYKKMEDGVKYAHQPDFGGFWDATEIPTYGTDEWEQWWNAFNEENLFCSEEMPSSDDEATADSQHSTPPKKKRKVEDPKDFPSELLSFLSHAVFSNRTLACFAIYTTKEKAALLYKKIMEKYSVTFISRHNSYNHNILFFLTPHRHRVSAINNYAQKLCTFSFLICKGVNKEYLMYSALTRDPFSVIEESLPGGLKEHDFNPEEAEETKQVSWKLVTEYAMETKCDDVLLLLGMYLEFQYSFEMCLKCIKKEQPSHYKYHEKHYANAAIFADSKNQKTICQQAVDTVLAKKRVDSLQLTREQMLTNRFNDLLDRMDIMFGSTGSADIEEWMAGVAWLHCLLPKMDSVVYDFLKCMVYNIPKKRYWLFKGPIDSGKTTLAAALLELCGGKALNVNLPLDRLNFELGVAIDQFLVVFEDVKGTGGESRDLPSGQGINNLDNLRDY.... The pIC50 is 4.9. (2) The drug is O=C([C@@H]1CCCN(c2ccc3nc(C4(n5cc(Cl)cn5)CC4)[nH]c3n2)C1)N1CC=CC1. The target protein (Q96PD7) has sequence MKTLIAAYSGVLRGERQAEADRSQRSHGGPALSREGSGRWGTGSSILSALQDLFSVTWLNRSKVEKQLQVISVLQWVLSFLVLGVACSAILMYIFCTDCWLIAVLYFTWLVFDWNTPKKGGRRSQWVRNWAVWRYFRDYFPIQLVKTHNLLTTRNYIFGYHPHGIMGLGAFCNFSTEATEVSKKFPGIRPYLATLAGNFRMPVLREYLMSGGICPVSRDTIDYLLSKNGSGNAIIIVVGGAAESLSSMPGKNAVTLRNRKGFVKLALRHGADLVPIYSFGENEVYKQVIFEEGSWGRWVQKKFQKYIGFAPCIFHGRGLFSSDTWGLVPYSKPITTVVGEPITIPKLEHPTQQDIDLYHTMYMEALVKLFDKHKTKFGLPETEVLEVN. The pIC50 is 7.7. (3) The small molecule is CCCCC(O)(c1cncnc1Nc1ccc(F)cc1)C1CCN(S(C)(=O)=O)CC1. The pIC50 is 6.8. The target protein (P15539) has sequence MALRVTADVWLARPWQCLHRTRALGTTATLAPKTLQPFEAIPQYSRNKWLKMIQILREQGQENLHLEMHQVFRELGPIFRHSVGKTQIVSVMLPEDAEKLHQVESMLPRRMHLEPWVAHRELRGLRRGVFLLNGPEWRLNRLRLNRNVLSPKAVQKFVPMVDMVARDFLETLKEKVLQNARGSLTMDVQQSLFNYTIEASNFALFGERLGLLGHDLSPGSLKFIHALHSMFKSTSQLLFLPKSLTRWTSTRVWKEHFDAWDVISEYANRCIWKVHQELRLGSSQTYSGIVAELISQGSLPLDAIKANSMELTAGSVDTTAIPLVMTLFELARNPDVQKALRQESLAAEASIAANPQKAMSDLPLLRAALKETLRLYPVGGFLERILSSDLVLQNYHVPAGTLVLLYLYSMGRNPAVFPRPERYMPQRWLERKRSFQHLAFGFGVRQCLGRRLAEVEMMLLLHHILKTFQVETLRQEDVQMAYRFVLMPSSSPVLTFRPVS.... (4) The small molecule is Cc1cc(F)ccc1COc1ccc(S(=O)(=O)N2CCC[C@@](C)(O)[C@@H]2C(=O)NO)cc1. The target protein (Q9Z1K9) has sequence MRQRLLFLTTLVPFVLAPRPPEEPGSGSHLRLEKLDSLLSDYDILSLSNIQQHSIRKRDLQSATHLETLLTFSALKRHFKLYLTSSTERFSQNLRVVVVDGKEESEYSVKWQDFFSGHVVGEPDSRVLAHIGDDDVTVRINTDGAEYNIEPLWRFVNDTKDKRMLVYKSEDIKDFSRLQSPKVCGYLNADSEELLPKGLIDREPSEEFVRRVKRRAEPNPLKNTCKLLVVADHRFYKYMGRGEESTTTNYLIELIDRVDDIYRNTSWDNAGFKGYGVQIEQIRILKSPQEVKPGERHFNMAKSFPNEEKDAWDVKMLLEQFSLDIAEEASKVCLAHLFTYQDFDMGTLGLAYVGSPRANSHGGVCPKAYYNPGVKKNIYLNSGLTSTKNYGKTILTKEADLVTTHELGHNFGAEHDPDGLAECAPNEDQGGKYVMYPIAVSGDHENNKMFSNCSKQSIYKTIESKAQECFQERSNKVCGNSRVDEGEECDPGIMYLNNDT.... The pIC50 is 7.8. (5) The compound is CCCC[C@H](C(=O)NO)C(=O)N1CCC[C@H]1c1nc2ccccc2[nH]1. The target protein (P9WIJ3) has sequence MAVVPIRIVGDPVLHTATTPVTVAADGSLPADLAQLIATMYDTMDAANGVGLAANQIGCSLRLFVYDCAADRAMTARRRGVVINPVLETSEIPETMPDPDTDDEGCLSVPGESFPTGRAKWARVTGLDADGSPVSIEGTGLFARMLQHETGHLDGFLYLDRLIGRYARNAKRAVKSHGWGVPGLSWLPGEDPDPFGH. The pIC50 is 7.7. (6) The drug is O=S(=O)(c1cccnc1)N1CCC(Cn2ccc3cc(-c4cn[nH]c4)ccc32)CC1. The target protein (Q9GZX6) has sequence MAALQKSVSSFLMGTLATSCLLLLALLVQGGAAAPISSHCRLDKSNFQQPYITNRTFMLAKEASLADNNTDVRLIGEKLFHGVSMSERCYLMKQVLNFTLEEVLFPQSDRFQPYMQEVVPFLARLSNRLSTCHIEGDDLHIQRNVQKLKDTVKKLGESGEIKAIGELDLLFMSLRNACI. The pIC50 is 5.0. (7) The compound is Nc1nc(N)c2c(ccc3c4ccccc4ccc32)n1. The target protein sequence is MIVSFMVAMDENRVIGKDNNLPWRLPSELQYVKKTTMGHPLIMGRKNYEAIGRPLPGRRNIIVTRNEGYHVEGCEVVHSVEEVFELCKNEEEIFIFGGAQIYDLFLPYVDKLYITKIHHAFEGDTFFPEIDMTNWKEIFVEKGLTDEKNPYTYYYHVYEKQQ. The pIC50 is 3.0. (8) The compound is CC(=O)O[C@@]12CO[C@@H]1C[C@H](O)[C@@]1(C)C(=O)[C@H](O)C3=C(C)[C@@H](OC(=O)[C@H](O)[C@@H](NC(=O)OC(C)(C)C)c4ccccc4)C[C@@](O)([C@@H](OC(=O)c4ccccc4)[C@@H]12)C3(C)C. The target protein sequence is MASQPNSSAKKKEEKGKNIQVVVRCRPFNLAERKASAHSIVECDPVRKEVSVRTGGLADKSSRKTYTFDMVFGASTKQIDVYRSVVCPILDEVIMGYNCTIFAYGQTGTGKTFTMEGERSPNEEYTWEEVPLAGIIPRTLHQIFEKLTDNGTEFSVKVSLLEIYNEELFDLLNPSSDVSERLQMFDDPRNKRGVIIKGLEEITVHNKDEVYQILEKGAAKRTTAATLMNAYSSRSHSVFSVTIHMKETTIDGEELVKIGKLNLVDLAGSENIGRSGAVDKRAREAGNINQSLLTLGRVITALVERTPHVPYRESKLTRILQDSLGGRTRTSIIATISPASLNLEETLSTLEYAHRAKNILNKPEVNQKLTKKALIKEYTEEIERLKRDLAAAREKNGVYISEENFRVMSGKLTVQEEQIVELIEKIGAVEEELNRVTELFMDNKNELDQCKSDLQNKTQELETTQKHLQETKLQLVKEEYITSALESTEEKLHDAASKLL.... The pIC50 is 9.3.